This data is from Reaction yield outcomes from USPTO patents with 853,638 reactions. The task is: Predict the reaction yield, written as a fraction of the theoretical maximum amount of product (1.0 means a 100% yield; for example, 0.34 means a 34% yield). (1) The reactants are [Cl:1][C:2]1[S:9][C:8]2/[C:7](=[CH:10]\[C:11]3[CH:16]=[CH:15][CH:14]=[C:13]([Cl:17])[C:12]=3[F:18])/[C:6](=[O:19])[NH:5][C:4]=2[CH:3]=1.[Li+].[OH-].[C:22]([O:26][C:27](=[O:36])[CH2:28]/[N:29]=[CH:30]/[CH2:31][C:32]([CH3:35])([CH3:34])[CH3:33])([CH3:25])([CH3:24])[CH3:23]. The catalyst is O1CCCC1. The product is [Cl:1][C:2]1[S:9][C:8]2[C:7]3([CH:10]([C:11]4[CH:16]=[CH:15][CH:14]=[C:13]([Cl:17])[C:12]=4[F:18])[CH:28]([C:27]([O:26][C:22]([CH3:23])([CH3:24])[CH3:25])=[O:36])[NH:29][CH:30]3[CH2:31][C:32]([CH3:35])([CH3:34])[CH3:33])[C:6](=[O:19])[NH:5][C:4]=2[CH:3]=1. The yield is 0.120. (2) The reactants are [CH2:1]([C@H:8]([NH:31][C:32](=[O:38])[O:33][C:34](C)([CH3:36])[CH3:35])[C@@H:9]([OH:30])[CH:10]([NH:18][S:19]([C:22]1[CH:27]=[CH:26][C:25]([O:28][CH3:29])=[CH:24][CH:23]=1)(=[O:21])=[O:20])[O:11][CH:12]1[CH2:17][CH2:16][CH2:15][CH2:14][CH2:13]1)[C:2]1[CH:7]=[CH:6][CH:5]=[CH:4][CH:3]=1.[C:39](=O)([O:49]C1C=CC([N+]([O-])=O)=CC=1)[O:40][C@H:41]1[O:49][C@H:39]2[O:40][CH2:41][CH2:42][C@H]2[CH2:42]1.C(N(C(C)C)CC)(C)C.C(#N)C. The catalyst is FC(F)(F)C(O)=O. The product is [CH2:1]([C@H:8]([NH:31][C:32](=[O:38])[O:33][C@@H:34]1[C@H:35]2[C@H:39]([O:40][CH2:41][CH2:42]2)[O:49][CH2:36]1)[C@@H:9]([OH:30])[CH:10]([NH:18][S:19]([C:22]1[CH:27]=[CH:26][C:25]([O:28][CH3:29])=[CH:24][CH:23]=1)(=[O:21])=[O:20])[O:11][CH:12]1[CH2:17][CH2:16][CH2:15][CH2:14][CH2:13]1)[C:2]1[CH:7]=[CH:6][CH:5]=[CH:4][CH:3]=1. The yield is 0.270. (3) The reactants are [OH:1][C:2]1[CH:10]=[N:9][CH:8]=[CH:7][C:3]=1[C:4]([OH:6])=[O:5].[CH3:11][CH2:12]O.S(=O)(=O)(O)O. The catalyst is ClCCCl. The product is [OH:1][C:2]1[CH:10]=[N:9][CH:8]=[CH:7][C:3]=1[C:4]([O:6][CH2:11][CH3:12])=[O:5]. The yield is 0.780. (4) The reactants are [C:1]([O:5][C:6](=[O:23])[NH:7][C:8]1[CH:9]=[C:10]2[C:15](=[CH:16][CH:17]=1)[C:14]([Br:18])=[N:13][N:12]([CH:19]([CH3:21])[CH3:20])[C:11]2=[O:22])([CH3:4])([CH3:3])[CH3:2].[H-].[Na+].Br[CH2:27][CH2:28]OC.O.[CH3:32][N:33](C=O)[CH3:34]. No catalyst specified. The product is [C:1]([O:5][C:6](=[O:23])[N:7]([C:8]1[CH:9]=[C:10]2[C:15](=[CH:16][CH:17]=1)[C:14]([Br:18])=[N:13][N:12]([CH:19]([CH3:20])[CH3:21])[C:11]2=[O:22])[CH2:27][CH2:28][N:33]([CH3:34])[CH3:32])([CH3:2])([CH3:4])[CH3:3]. The yield is 0.230.